This data is from Reaction yield outcomes from USPTO patents with 853,638 reactions. The task is: Predict the reaction yield, written as a fraction of the theoretical maximum amount of product (1.0 means a 100% yield; for example, 0.34 means a 34% yield). The reactants are [OH:1][C:2]1[CH:3]=[C:4]([NH:8][C:9](=[O:11])[CH3:10])[CH:5]=[CH:6][CH:7]=1.C=O.[NH:14]1[CH2:19][CH2:18][O:17][CH2:16][CH2:15]1. The catalyst is CCO. The product is [OH:1][C:2]1[CH:3]=[C:4]([NH:8][C:9](=[O:11])[CH3:10])[CH:5]=[CH:6][C:7]=1[N:14]1[CH2:19][CH2:18][O:17][CH2:16][CH2:15]1. The yield is 0.130.